This data is from Reaction yield outcomes from USPTO patents with 853,638 reactions. The task is: Predict the reaction yield, written as a fraction of the theoretical maximum amount of product (1.0 means a 100% yield; for example, 0.34 means a 34% yield). (1) No catalyst specified. The yield is 0.524. The product is [Br:1][C:2]1[CH:11]=[CH:10][C:5]([C:6]2[O:7][C:14]([CH2:13][Cl:12])=[N:9][N:8]=2)=[CH:4][CH:3]=1. The reactants are [Br:1][C:2]1[CH:11]=[CH:10][C:5]([C:6]([NH:8][NH2:9])=[O:7])=[CH:4][CH:3]=1.[Cl:12][CH2:13][C:14](O)=O.O=P(Cl)(Cl)Cl. (2) The reactants are Br[C:2]1[CH:3]=[C:4]([CH:8]([C:23]2([OH:29])[CH2:28][CH2:27][CH2:26][CH2:25][CH2:24]2)[CH2:9][N:10]2[CH2:15][CH2:14][N:13]([C:16]([O:18][C:19]([CH3:22])([CH3:21])[CH3:20])=[O:17])[CH2:12][CH2:11]2)[CH:5]=[CH:6][CH:7]=1.[CH2:30]([Sn](CCCC)(CCCC)C=C)[CH2:31]CC. The yield is 0.900. The catalyst is C1(C)C=CC=CC=1.C1C=CC([P]([Pd]([P](C2C=CC=CC=2)(C2C=CC=CC=2)C2C=CC=CC=2)([P](C2C=CC=CC=2)(C2C=CC=CC=2)C2C=CC=CC=2)[P](C2C=CC=CC=2)(C2C=CC=CC=2)C2C=CC=CC=2)(C2C=CC=CC=2)C2C=CC=CC=2)=CC=1. The product is [OH:29][C:23]1([CH:8]([C:4]2[CH:5]=[CH:6][CH:7]=[C:2]([CH:30]=[CH2:31])[CH:3]=2)[CH2:9][N:10]2[CH2:15][CH2:14][N:13]([C:16]([O:18][C:19]([CH3:22])([CH3:21])[CH3:20])=[O:17])[CH2:12][CH2:11]2)[CH2:28][CH2:27][CH2:26][CH2:25][CH2:24]1.